This data is from Reaction yield outcomes from USPTO patents with 853,638 reactions. The task is: Predict the reaction yield, written as a fraction of the theoretical maximum amount of product (1.0 means a 100% yield; for example, 0.34 means a 34% yield). (1) The reactants are [H-].[H-].[H-].[H-].[Li+].[Al+3].[N+:7]([C:10]1[CH:11]=[C:12]2[C:16](=[CH:17][CH:18]=1)[NH:15][C:14]([CH:19]([CH3:25])[C:20](OCC)=[O:21])=[CH:13]2)([O-:9])=[O:8].O.[OH-].[Na+]. The catalyst is C1COCC1. The product is [N+:7]([C:10]1[CH:11]=[C:12]2[C:16](=[CH:17][CH:18]=1)[NH:15][C:14]([CH:19]([CH3:25])[CH2:20][OH:21])=[CH:13]2)([O-:9])=[O:8]. The yield is 0.810. (2) The reactants are [NH2:1][C:2]1[CH:3]=[N:4][C:5]2[C:10]([CH:11]=1)=[CH:9][CH:8]=[CH:7][CH:6]=2.C[Si]([N-][Si](C)(C)C)(C)C.[Na+].[C:22](O[C:22]([O:24][C:25]([CH3:28])([CH3:27])[CH3:26])=[O:23])([O:24][C:25]([CH3:28])([CH3:27])[CH3:26])=[O:23]. The catalyst is C1COCC1. The product is [N:4]1[C:5]2[C:10](=[CH:9][CH:8]=[CH:7][CH:6]=2)[CH:11]=[C:2]([NH:1][C:22](=[O:23])[O:24][C:25]([CH3:28])([CH3:27])[CH3:26])[CH:3]=1. The yield is 0.890. (3) The reactants are [CH2:1]([O:5][C:6]1[CH:7]=[C:8]([CH3:14])[C:9]([CH:12]=C)=[N:10][CH:11]=1)[C:2]#[C:3][CH3:4].CC(C)=[O:17].O. The catalyst is O=[Os](=O)(=O)=O. The product is [CH2:1]([O:5][C:6]1[CH:7]=[C:8]([CH3:14])[C:9]([CH:12]=[O:17])=[N:10][CH:11]=1)[C:2]#[C:3][CH3:4]. The yield is 0.700. (4) The reactants are [CH3:1][C:2]1[C:16](=[O:17])[N:15]=[C:14]2[N:4]([C@@H:5]3[O:9][C@H:8]([CH2:10][OH:11])[C@@H:7]([OH:12])[C@@H:6]3[O:13]2)[CH:3]=1.[CH3:18][O:19][CH2:20][CH2:21][O:22]B([O:22][CH2:21][CH2:20][O:19][CH3:18])[O:22][CH2:21][CH2:20][O:19][CH3:18]. The catalyst is COCCO. The product is [CH3:18][O:19][CH2:20][CH2:21][O:22][C@@H:6]1[C@H:7]([OH:12])[C@@H:8]([CH2:10][OH:11])[O:9][C@H:5]1[N:4]1[CH:3]=[C:2]([CH3:1])[C:16](=[O:17])[NH:15][C:14]1=[O:13]. The yield is 0.630. (5) The reactants are [C:1]([C:5]1[CH:10]=[CH:9][C:8]([OH:11])=[CH:7][CH:6]=1)([CH3:4])([CH3:3])[CH3:2].CO.O.C(Cl)[Cl:16]. No catalyst specified. The product is [C:1]([C:5]1[CH:6]=[CH:7][C:8]([OH:11])=[C:9]([Cl:16])[CH:10]=1)([CH3:4])([CH3:2])[CH3:3]. The yield is 0.950. (6) The reactants are [CH:1]1([NH:9][C:10]2[O:11][CH2:12][C:13]3[CH:19]=[C:18]([NH2:20])[CH:17]=[CH:16][C:14]=3[N:15]=2)[CH2:8][CH2:7][CH2:6][CH2:5][CH2:4][CH2:3][CH2:2]1.[CH3:21][N:22]1[CH2:27][CH2:26][N:25]([CH2:28][C:29](O)=[O:30])[CH2:24][CH2:23]1. No catalyst specified. The product is [CH:1]1([NH:9][C:10]2[O:11][CH2:12][C:13]3[CH:19]=[C:18]([NH:20][C:29](=[O:30])[CH2:28][N:25]4[CH2:26][CH2:27][N:22]([CH3:21])[CH2:23][CH2:24]4)[CH:17]=[CH:16][C:14]=3[N:15]=2)[CH2:2][CH2:3][CH2:4][CH2:5][CH2:6][CH2:7][CH2:8]1. The yield is 0.620. (7) The reactants are [CH2:1]([N:3]1[C:11]2[C:6](=[CH:7][CH:8]=[C:9]([O:12][CH3:13])[CH:10]=2)[C:5]([C:14]#[N:15])=[C:4]1[Sn](CCCC)(CCCC)CCCC)[CH3:2].I[C:30]1[CH:31]=[C:32]([OH:36])[CH:33]=[CH:34][CH:35]=1.C1COCC1.CCOCC. The catalyst is CCOC(C)=O.Cl[Pd](Cl)([P](C1C=CC=CC=1)(C1C=CC=CC=1)C1C=CC=CC=1)[P](C1C=CC=CC=1)(C1C=CC=CC=1)C1C=CC=CC=1.[Cu]I. The product is [CH2:1]([N:3]1[C:11]2[C:6](=[CH:7][CH:8]=[C:9]([O:12][CH3:13])[CH:10]=2)[C:5]([C:14]#[N:15])=[C:4]1[C:30]1[CH:35]=[CH:34][CH:33]=[C:32]([OH:36])[CH:31]=1)[CH3:2]. The yield is 0.720. (8) The reactants are [CH3:1][Mg]Cl.CON(C)[C:7](=[O:22])[CH2:8][CH:9]1[CH2:14][CH2:13][N:12]([C:15]([O:17][C:18]([CH3:21])([CH3:20])[CH3:19])=[O:16])[CH2:11][CH2:10]1. The catalyst is C1COCC1. The product is [O:22]=[C:7]([CH3:1])[CH2:8][CH:9]1[CH2:10][CH2:11][N:12]([C:15]([O:17][C:18]([CH3:19])([CH3:20])[CH3:21])=[O:16])[CH2:13][CH2:14]1. The yield is 0.991.